This data is from Rat liver microsome stability data. The task is: Regression/Classification. Given a drug SMILES string, predict its absorption, distribution, metabolism, or excretion properties. Task type varies by dataset: regression for continuous measurements (e.g., permeability, clearance, half-life) or binary classification for categorical outcomes (e.g., BBB penetration, CYP inhibition). Dataset: rlm. (1) The compound is Cn1c(CN2CCCC2)nc2cc(NC(=O)COc3ccc(Cl)cc3)ccc21. The result is 1 (stable in rat liver microsomes). (2) The drug is C=CC(=O)N1CCCN(c2cc(NCCC(=O)O)nc(-c3ccccn3)n2)CC1. The result is 0 (unstable in rat liver microsomes). (3) The drug is Cn1cnc(S(=O)(=O)N(CCN(Cc2cncn2C)c2ccc(C#N)cc2)Cc2ccccc2)c1. The result is 1 (stable in rat liver microsomes).